Dataset: Peptide-MHC class II binding affinity with 134,281 pairs from IEDB. Task: Regression. Given a peptide amino acid sequence and an MHC pseudo amino acid sequence, predict their binding affinity value. This is MHC class II binding data. The peptide sequence is QEPFKNLKTGKYAKM. The MHC is DRB1_0405 with pseudo-sequence DRB1_0405. The binding affinity (normalized) is 0.480.